From a dataset of Forward reaction prediction with 1.9M reactions from USPTO patents (1976-2016). Predict the product of the given reaction. (1) Given the reactants [CH2:1]([Mg]Cl)[CH:2]([CH3:4])[CH3:3].[CH3:7][CH:8]1[CH2:13][C:12](=[O:14])[CH2:11][CH2:10][N:9]1[C:15]([O:17][C:18]([CH3:21])([CH3:20])[CH3:19])=[O:16].Cl, predict the reaction product. The product is: [OH:14][C:12]1([CH2:1][CH:2]([CH3:4])[CH3:3])[CH2:11][CH2:10][N:9]([C:15]([O:17][C:18]([CH3:20])([CH3:19])[CH3:21])=[O:16])[CH:8]([CH3:7])[CH2:13]1. (2) Given the reactants [CH:1]([O-])([O-])OCC.[NH2:7][CH2:8][CH2:9][NH:10][CH2:11][CH2:12][CH2:13][Si:14]([O:21][CH2:22][CH3:23])([O:18][CH2:19][CH3:20])[O:15][CH2:16][CH3:17], predict the reaction product. The product is: [CH2:19]([O:18][Si:14]([O:21][CH2:22][CH3:23])([O:15][CH2:16][CH3:17])[CH2:13][CH2:12][CH2:11][N:10]1[CH2:9][CH2:8][N:7]=[CH:1]1)[CH3:20]. (3) Given the reactants [F:1][C:2]([F:13])([F:12])[C:3]1[CH:4]=[C:5](B(O)O)[CH:6]=[CH:7][CH:8]=1.C(=O)([O-])[O-].[K+].[K+].[Cl:20][C:21]1[N:33]=[C:32](Cl)[C:31]([F:35])=[CH:30][C:22]=1[C:23]([O:25][C:26]([CH3:29])([CH3:28])[CH3:27])=[O:24].C1(C)C=CC=CC=1P(C1C=CC=CC=1C)C1C=CC=CC=1C, predict the reaction product. The product is: [Cl:20][C:21]1[N:33]=[C:32]([C:5]2[CH:6]=[CH:7][CH:8]=[C:3]([C:2]([F:13])([F:12])[F:1])[CH:4]=2)[C:31]([F:35])=[CH:30][C:22]=1[C:23]([O:25][C:26]([CH3:29])([CH3:28])[CH3:27])=[O:24].